From a dataset of Reaction yield outcomes from USPTO patents with 853,638 reactions. Predict the reaction yield, written as a fraction of the theoretical maximum amount of product (1.0 means a 100% yield; for example, 0.34 means a 34% yield). (1) The reactants are [N+:1]([C:4]1[CH:5]=[CH:6][C:7]([N:10]2[CH2:15][CH2:14][NH:13][CH2:12][CH2:11]2)=[N:8][CH:9]=1)([O-:3])=[O:2].C(=O)([O-])[O-].[K+].[K+].Br[CH:23]([CH2:26][CH3:27])[CH2:24][CH3:25]. The catalyst is CN(C=O)C. The product is [CH2:24]([CH:23]([N:13]1[CH2:12][CH2:11][N:10]([C:7]2[CH:6]=[CH:5][C:4]([N+:1]([O-:3])=[O:2])=[CH:9][N:8]=2)[CH2:15][CH2:14]1)[CH2:26][CH3:27])[CH3:25]. The yield is 0.190. (2) The yield is 0.720. The catalyst is CO.C1COCC1. The product is [CH2:21]([NH:6][C@H:5]([CH2:7][C:8]1[CH:13]=[CH:12][CH:11]=[CH:10][CH:9]=1)[C:4]([O:3][CH3:2])=[O:14])[C:22]1[CH:27]=[CH:26][CH:25]=[CH:24][CH:23]=1. The reactants are Cl.[CH3:2][O:3][C:4](=[O:14])[C@@H:5]([CH2:7][C:8]1[CH:13]=[CH:12][CH:11]=[CH:10][CH:9]=1)[NH2:6].[O-]S([O-])(=O)=O.[Mg+2].[CH:21](=O)[C:22]1[CH:27]=[CH:26][CH:25]=[CH:24][CH:23]=1.CCN(CC)CC.[BH4-].[Na+]. (3) The reactants are [N+]([O-])(O)=O.[N+:5]([C:8]1[CH:18]=[CH:17][C:11]2[CH2:12][CH2:13][NH:14][CH2:15][CH2:16][C:10]=2[CH:9]=1)([O-:7])=[O:6].C([O-])([O-])=O.[Cs+].[Cs+].[CH2:25](Br)[C:26]#[CH:27]. The catalyst is CC(C)=O. The product is [N+:5]([C:8]1[CH:18]=[CH:17][C:11]2[CH2:12][CH2:13][N:14]([CH2:27][C:26]#[CH:25])[CH2:15][CH2:16][C:10]=2[CH:9]=1)([O-:7])=[O:6]. The yield is 0.830. (4) The reactants are [CH3:1][O:2][C:3]1[CH:4]=[C:5]([NH:9][C:10]2[CH:15]=[C:14]([N:16]([CH3:18])[CH3:17])[N:13]=[C:12]([N:19]3[CH2:24][CH2:23][NH:22][CH2:21][CH2:20]3)[N:11]=2)[CH:6]=[CH:7][CH:8]=1.[S:25]1[CH:29]=[CH:28][CH:27]=[C:26]1[C:30](Cl)=[O:31].C(N(CC)CC)C. The catalyst is C(Cl)Cl. The yield is 0.800. The product is [CH3:1][O:2][C:3]1[CH:4]=[C:5]([NH:9][C:10]2[CH:15]=[C:14]([N:16]([CH3:18])[CH3:17])[N:13]=[C:12]([N:19]3[CH2:24][CH2:23][N:22]([C:30]([C:26]4[S:25][CH:29]=[CH:28][CH:27]=4)=[O:31])[CH2:21][CH2:20]3)[N:11]=2)[CH:6]=[CH:7][CH:8]=1. (5) The reactants are [NH2:1][C:2]1[C:3]([CH:9](O)[CH3:10])=[CH:4][C:5]([Cl:8])=[N:6][CH:7]=1.[F:12][C:13]1[CH:14]=[CH:15][C:16]([CH3:22])=[C:17]([C:19](=O)[CH3:20])[CH:18]=1.[OH-].[K+].O1CCOCC1. The catalyst is C1C=CC(P(C2C=CC=CC=2)C2C=CC=CC=2)=CC=1.C1C=CC(P(C2C=CC=CC=2)C2C=CC=CC=2)=CC=1.C1C=CC(P(C2C=CC=CC=2)C2C=CC=CC=2)=CC=1.Cl[Ru]Cl. The product is [Cl:8][C:5]1[CH:4]=[C:3]2[C:2](=[CH:7][N:6]=1)[N:1]=[C:19]([C:17]1[CH:18]=[C:13]([F:12])[CH:14]=[CH:15][C:16]=1[CH3:22])[CH:20]=[C:9]2[CH3:10]. The yield is 0.360. (6) The reactants are O.NN.[Cl:4][C:5]1[CH:6]=[C:7]([C:13](=O)[C:14]([OH:16])=[O:15])[CH:8]=[CH:9][C:10]=1[S:11][CH3:12].[OH-].[K+].C(OCC)(=O)C.CCCCCC. The catalyst is O.C(OCC)(=O)C. The product is [Cl:4][C:5]1[CH:6]=[C:7]([CH2:13][C:14]([OH:16])=[O:15])[CH:8]=[CH:9][C:10]=1[S:11][CH3:12]. The yield is 0.850.